Dataset: Forward reaction prediction with 1.9M reactions from USPTO patents (1976-2016). Task: Predict the product of the given reaction. (1) Given the reactants [CH3:1][O:2][C:3]([C:5]1([CH:12]=O)[CH2:11][CH2:10][CH2:9][CH2:8][CH2:7][CH2:6]1)=[O:4].C([O-])(=O)C.[Na+].Cl.[CH2:20]([O:27][NH2:28])[C:21]1[CH:26]=[CH:25][CH:24]=[CH:23][CH:22]=1, predict the reaction product. The product is: [CH3:1][O:2][C:3]([C:5]1([CH:12]=[N:28][O:27][CH2:20][C:21]2[CH:26]=[CH:25][CH:24]=[CH:23][CH:22]=2)[CH2:6][CH2:7][CH2:8][CH2:9][CH2:10][CH2:11]1)=[O:4]. (2) Given the reactants C(N(CC)CC)C.C(O[C@@H:12]1[C@H:18]2[C@H:19]3[C@H:28]([CH2:29][CH2:30][C@:15]2([CH2:16][CH3:17])[C:14](=[O:33])[CH2:13]1)[C@@H:27]1[C:22](=[CH:23][C:24](=[O:31])[CH2:25][CH2:26]1)[CH:21]([OH:32])[CH2:20]3)(=O)C.O, predict the reaction product. The product is: [OH:32][CH:21]1[C:22]2[C@H:27]([CH2:26][CH2:25][C:24](=[O:31])[CH:23]=2)[C@@H:28]2[C@H:19]([C@H:18]3[C@@:15]([CH2:30][CH2:29]2)([CH2:16][CH3:17])[C:14](=[O:33])[CH:13]=[CH:12]3)[CH2:20]1.